This data is from Forward reaction prediction with 1.9M reactions from USPTO patents (1976-2016). The task is: Predict the product of the given reaction. (1) Given the reactants [OH:1][C@H:2]([CH2:19][NH:20][C:21]([CH3:34])([CH3:33])[CH2:22][C:23]1[CH:32]=[CH:31][C:30]2[C:25](=[CH:26][CH:27]=[CH:28][CH:29]=2)[CH:24]=1)[CH2:3][O:4][C@@H:5]([C:7]1[CH:12]=[CH:11][CH:10]=[CH:9][C:8]=1[CH2:13][CH2:14][C:15]([O:17]C)=[O:16])[CH3:6].[OH-].[Na+], predict the reaction product. The product is: [OH:1][C@H:2]([CH2:19][NH:20][C:21]([CH3:33])([CH3:34])[CH2:22][C:23]1[CH:32]=[CH:31][C:30]2[C:25](=[CH:26][CH:27]=[CH:28][CH:29]=2)[CH:24]=1)[CH2:3][O:4][C@@H:5]([C:7]1[CH:12]=[CH:11][CH:10]=[CH:9][C:8]=1[CH2:13][CH2:14][C:15]([OH:17])=[O:16])[CH3:6]. (2) Given the reactants ClC1C=C(C2N=C(O)C3C=CN=CC=3N=2)C=CN=1.N1(C(OC(C)(C)C)=O)CCNCC1.[C:32]([O:36][C:37]([N:39]1[CH2:44][CH2:43][N:42]([C:45]2[C:46]3[C:61](C4CC4)=[CH:60][N:59]=[CH:58][C:47]=3[N:48]=[C:49]([C:51]3[CH:56]=[CH:55][N:54]=[C:53]([Cl:57])[CH:52]=3)[N:50]=2)[CH2:41][CH2:40]1)=[O:38])([CH3:35])([CH3:34])[CH3:33], predict the reaction product. The product is: [C:32]([O:36][C:37]([N:39]1[CH2:40][CH2:41][N:42]([C:45]2[C:46]3[CH:61]=[CH:60][N:59]=[CH:58][C:47]=3[N:48]=[C:49]([C:51]3[CH:56]=[CH:55][N:54]=[C:53]([Cl:57])[CH:52]=3)[N:50]=2)[CH2:43][CH2:44]1)=[O:38])([CH3:35])([CH3:33])[CH3:34]. (3) Given the reactants Cl[C:2]1[C:11]2[C:6](=[CH:7][C:8]([O:14][CH2:15][CH2:16][CH2:17][N:18]3[CH2:22][CH2:21][CH2:20][CH2:19]3)=[C:9]([O:12][CH3:13])[CH:10]=2)[N:5]=[CH:4][N:3]=1.[F:23][C:24]1[C:32]([OH:33])=[CH:31][CH:30]=[C:29]2[C:25]=1[CH:26]=[CH:27][NH:28]2.C(=O)([O-])[O-].[K+].[K+], predict the reaction product. The product is: [F:23][C:24]1[C:32]([O:33][C:2]2[C:11]3[C:6](=[CH:7][C:8]([O:14][CH2:15][CH2:16][CH2:17][N:18]4[CH2:22][CH2:21][CH2:20][CH2:19]4)=[C:9]([O:12][CH3:13])[CH:10]=3)[N:5]=[CH:4][N:3]=2)=[CH:31][CH:30]=[C:29]2[C:25]=1[CH:26]=[CH:27][NH:28]2. (4) The product is: [CH2:17]([NH:1][C:2]1[CH:7]=[CH:6][N:5]2[CH:8]=[C:9]([CH3:11])[N:10]=[C:4]2[C:3]=1[I:12])[CH:16]=[CH2:15]. Given the reactants [NH2:1][C:2]1[CH:7]=[CH:6][N:5]2[CH:8]=[C:9]([CH3:11])[N:10]=[C:4]2[C:3]=1[I:12].[H-].[Na+].[CH2:15](Br)[CH:16]=[CH2:17], predict the reaction product. (5) Given the reactants [CH2:1](Cl)[C:2]1[CH:7]=[CH:6][CH:5]=[CH:4][CH:3]=1.[N+:9]([C:12]1[NH:13][CH:14]=[CH:15][N:16]=1)([O-:11])=[O:10].C(N(CC)CC)C, predict the reaction product. The product is: [CH2:1]([N:13]1[CH:14]=[CH:15][N:16]=[C:12]1[N+:9]([O-:11])=[O:10])[C:2]1[CH:7]=[CH:6][CH:5]=[CH:4][CH:3]=1.